This data is from Catalyst prediction with 721,799 reactions and 888 catalyst types from USPTO. The task is: Predict which catalyst facilitates the given reaction. (1) Reactant: [Se](=O)=O.[CH3:4][O:5][CH2:6][C:7]1([CH3:15])[O:11][C:10]([CH3:13])([CH3:12])[C:9](=[O:14])[CH2:8]1.C[O:17]CC1(C)C(=O)CC(C)(C)O1. Product: [CH3:4][O:5][CH2:6][C:7]1([CH3:15])[C:8](=[O:17])[C:9](=[O:14])[C:10]([CH3:12])([CH3:13])[O:11]1. The catalyst class is: 12. (2) Reactant: Cl[C:2]1[C:11]2=[N:12][N:13](CC3C=CC(OC)=CC=3)[CH:14]=[C:10]2[C:9]2[CH:8]=[C:7]([O:24][CH3:25])[CH:6]=[CH:5][C:4]=2[N:3]=1.[CH3:26][N:27]1[CH2:32][CH2:31][CH:30]([O:33][C:34]2[N:39]=[CH:38][C:37]([NH2:40])=[CH:36][CH:35]=2)[CH2:29][CH2:28]1.Cl. Product: [CH3:25][O:24][C:7]1[CH:6]=[CH:5][C:4]2[N:3]=[C:2]([NH:40][C:37]3[CH:38]=[N:39][C:34]([O:33][CH:30]4[CH2:31][CH2:32][N:27]([CH3:26])[CH2:28][CH2:29]4)=[CH:35][CH:36]=3)[C:11]3=[N:12][NH:13][CH:14]=[C:10]3[C:9]=2[CH:8]=1. The catalyst class is: 71. (3) Reactant: [Cl:1][C:2]1[N:10]=[C:9]2[C:5]([N:6]=[C:7]([CH:12]=O)[N:8]2[CH3:11])=[C:4]([N:14]2[CH2:19][CH2:18][O:17][CH2:16][CH2:15]2)[N:3]=1.[CH3:20][S:21]([N:24]1[CH2:29][C@@H:28]2[CH2:30][C@H:25]1[CH2:26][NH:27]2)(=[O:23])=[O:22].C(O[BH-](OC(=O)C)OC(=O)C)(=O)C.[Na+]. Product: [Cl:1][C:2]1[N:10]=[C:9]2[C:5]([N:6]=[C:7]([CH2:12][N:27]3[CH2:26][C@@H:25]4[CH2:30][C@H:28]3[CH2:29][N:24]4[S:21]([CH3:20])(=[O:23])=[O:22])[N:8]2[CH3:11])=[C:4]([N:14]2[CH2:19][CH2:18][O:17][CH2:16][CH2:15]2)[N:3]=1. The catalyst class is: 26.